This data is from Forward reaction prediction with 1.9M reactions from USPTO patents (1976-2016). The task is: Predict the product of the given reaction. (1) Given the reactants Cl.COC[O:5][C:6]1[CH:23]=[CH:22][C:9]([CH:10]=[CH:11][C:12]2[C@@H:17]3[CH2:18][C@@H:15]([C:16]3([CH3:20])[CH3:19])[C:14](=[O:21])[CH:13]=2)=[CH:8][CH:7]=1.C([O-])(O)=O.[Na+], predict the reaction product. The product is: [OH:5][C:6]1[CH:7]=[CH:8][C:9]([CH:10]=[CH:11][C:12]2[C@@H:17]3[CH2:18][C@@H:15]([C:16]3([CH3:20])[CH3:19])[C:14](=[O:21])[CH:13]=2)=[CH:22][CH:23]=1. (2) Given the reactants Cl[C:2]1[N:7]=[CH:6][C:5]([Br:8])=[CH:4][N:3]=1.Cl.CN.[CH:12]([N:15](C(C)C)CC)(C)C, predict the reaction product. The product is: [Br:8][C:5]1[CH:4]=[N:3][C:2]([NH:15][CH3:12])=[N:7][CH:6]=1. (3) Given the reactants [F:1][C:2]1[CH:3]=[C:4]([CH:19]=[C:20]([F:22])[CH:21]=1)[CH2:5][C@H:6]([NH:11][C:12](=[O:18])[O:13][C:14]([CH3:17])([CH3:16])[CH3:15])[C@H:7]([OH:10])[CH2:8][OH:9].[C:23](Cl)(=[O:30])[C:24]1[CH:29]=[CH:28][CH:27]=[CH:26][CH:25]=1, predict the reaction product. The product is: [C:23]([O:9][CH2:8][C@@H:7]([OH:10])[C@@H:6]([NH:11][C:12]([O:13][C:14]([CH3:17])([CH3:16])[CH3:15])=[O:18])[CH2:5][C:4]1[CH:3]=[C:2]([F:1])[CH:21]=[C:20]([F:22])[CH:19]=1)(=[O:30])[C:24]1[CH:29]=[CH:28][CH:27]=[CH:26][CH:25]=1. (4) Given the reactants [S:1](=[O:5])(=[O:4])([OH:3])[OH:2].[NH2:6][C:7]1[CH:12]=[CH:11][CH:10]=[CH:9][CH:8]=1.C(O)C.C(O[N:22]=O)CC(C)C, predict the reaction product. The product is: [S:1](=[O:3])(=[O:2])([O-:5])[O-:4].[C:7]1([N+:6]#[N:22])[CH:12]=[CH:11][CH:10]=[CH:9][CH:8]=1.[C:7]1([N+:6]#[N:22])[CH:12]=[CH:11][CH:10]=[CH:9][CH:8]=1. (5) Given the reactants Cl.[NH2:2][CH2:3][C:4]1([CH3:23])[CH2:8][CH2:7][N:6]([CH2:9][C@@H:10]([C:12]2[CH:21]=[CH:20][C:15]3[C:16](=[O:19])[O:17][CH2:18][C:14]=3[C:13]=2[CH3:22])[OH:11])[CH2:5]1.Cl[C:25]1[N:30]=[CH:29][C:28]([C:31]#[N:32])=[CH:27][CH:26]=1, predict the reaction product. The product is: [OH:11][C@H:10]([C:12]1[C:13]([CH3:22])=[C:14]2[C:15](=[CH:20][CH:21]=1)[C:16](=[O:19])[O:17][CH2:18]2)[CH2:9][N:6]1[CH2:7][CH2:8][C:4]([CH2:3][NH:2][C:25]2[CH:26]=[CH:27][C:28]([C:31]#[N:32])=[CH:29][N:30]=2)([C:23]2[CH:14]=[CH:13][CH:12]=[CH:10][CH:9]=2)[CH2:5]1. (6) Given the reactants Br[C:2]1[C:7]([N+:8]([O-:10])=[O:9])=[CH:6][C:5]([Br:11])=[CH:4][N:3]=1.[C:12]([Cu])#[N:13], predict the reaction product. The product is: [Br:11][C:5]1[CH:6]=[C:7]([N+:8]([O-:10])=[O:9])[C:2]([C:12]#[N:13])=[N:3][CH:4]=1. (7) Given the reactants [F:1][C:2]1[CH:3]=[C:4]2[C:9](=[CH:10][CH:11]=1)[N:8]=[C:7]([C:12]1[CH:17]=[CH:16][C:15]([F:18])=[CH:14][CH:13]=1)[N:6]=[C:5]2[C:19]([OH:21])=O.Cl.[F:23][C:24]1[CH:25]=[C:26]2[C:31](=[CH:32][CH:33]=1)[CH2:30][NH:29][CH2:28][CH2:27]2, predict the reaction product. The product is: [F:1][C:2]1[CH:3]=[C:4]2[C:9](=[CH:10][CH:11]=1)[N:8]=[C:7]([C:12]1[CH:17]=[CH:16][C:15]([F:18])=[CH:14][CH:13]=1)[N:6]=[C:5]2[C:19]([N:29]1[CH2:28][CH2:27][C:26]2[C:31](=[CH:32][CH:33]=[C:24]([F:23])[CH:25]=2)[CH2:30]1)=[O:21]. (8) Given the reactants [O:1]1[C:6]2[CH:7]=[CH:8][CH:9]=[C:10]([N:11]3[CH2:16][CH2:15][N:14]([C@H:17]([CH3:26])[CH2:18][NH:19][C:20]4[CH:25]=[CH:24][CH:23]=[CH:22][N:21]=4)[CH2:13][CH2:12]3)[C:5]=2[O:4][CH2:3][CH2:2]1.[C:27]([C:29]1[CH:37]=[CH:36][C:32]([C:33](Cl)=[O:34])=[CH:31][CH:30]=1)#[N:28], predict the reaction product. The product is: [C:27]([C:29]1[CH:37]=[CH:36][C:32]([C:33]([N:19]([CH2:18][C@H:17]([N:14]2[CH2:15][CH2:16][N:11]([C:10]3[C:5]4[O:4][CH2:3][CH2:2][O:1][C:6]=4[CH:7]=[CH:8][CH:9]=3)[CH2:12][CH2:13]2)[CH3:26])[C:20]2[CH:25]=[CH:24][CH:23]=[CH:22][N:21]=2)=[O:34])=[CH:31][CH:30]=1)#[N:28].